Dataset: Reaction yield outcomes from USPTO patents with 853,638 reactions. Task: Predict the reaction yield, written as a fraction of the theoretical maximum amount of product (1.0 means a 100% yield; for example, 0.34 means a 34% yield). The reactants are [Cl-].O[NH3+:3].[C:4](=[O:7])([O-])[OH:5].[Na+].CS(C)=O.[CH2:13]([C:15]1[N:16]=[C:17]([CH2:48][CH2:49][CH3:50])[N:18]([CH2:33][C:34]2[CH:39]=[CH:38][C:37]([C:40]3[C:41]([C:46]#[N:47])=[CH:42][CH:43]=[CH:44][CH:45]=3)=[CH:36][CH:35]=2)[C:19](=[O:32])[C:20]=1[C:21]1[CH:26]=[CH:25][C:24]([O:27][CH:28]([CH3:30])[CH3:29])=[C:23]([F:31])[CH:22]=1)[CH3:14]. The catalyst is O. The product is [CH2:13]([C:15]1[N:16]=[C:17]([CH2:48][CH2:49][CH3:50])[N:18]([CH2:33][C:34]2[CH:35]=[CH:36][C:37]([C:40]3[CH:45]=[CH:44][CH:43]=[CH:42][C:41]=3[C:46]3[NH:3][C:4](=[O:7])[O:5][N:47]=3)=[CH:38][CH:39]=2)[C:19](=[O:32])[C:20]=1[C:21]1[CH:26]=[CH:25][C:24]([O:27][CH:28]([CH3:29])[CH3:30])=[C:23]([F:31])[CH:22]=1)[CH3:14]. The yield is 0.790.